This data is from NCI-60 drug combinations with 297,098 pairs across 59 cell lines. The task is: Regression. Given two drug SMILES strings and cell line genomic features, predict the synergy score measuring deviation from expected non-interaction effect. Drug 1: CNC(=O)C1=NC=CC(=C1)OC2=CC=C(C=C2)NC(=O)NC3=CC(=C(C=C3)Cl)C(F)(F)F. Drug 2: CCN(CC)CCCC(C)NC1=C2C=C(C=CC2=NC3=C1C=CC(=C3)Cl)OC. Cell line: RXF 393. Synergy scores: CSS=10.4, Synergy_ZIP=-5.31, Synergy_Bliss=-5.32, Synergy_Loewe=-23.7, Synergy_HSA=-5.18.